Dataset: NCI-60 drug combinations with 297,098 pairs across 59 cell lines. Task: Regression. Given two drug SMILES strings and cell line genomic features, predict the synergy score measuring deviation from expected non-interaction effect. (1) Drug 1: C1CCN(CC1)CCOC2=CC=C(C=C2)C(=O)C3=C(SC4=C3C=CC(=C4)O)C5=CC=C(C=C5)O. Drug 2: CCC1(C2=C(COC1=O)C(=O)N3CC4=CC5=C(C=CC(=C5CN(C)C)O)N=C4C3=C2)O.Cl. Cell line: OVCAR-5. Synergy scores: CSS=3.91, Synergy_ZIP=-2.79, Synergy_Bliss=-4.49, Synergy_Loewe=-19.2, Synergy_HSA=-7.92. (2) Drug 2: C(=O)(N)NO. Synergy scores: CSS=22.9, Synergy_ZIP=-6.34, Synergy_Bliss=-0.0853, Synergy_Loewe=1.25, Synergy_HSA=1.18. Drug 1: CN1CCC(CC1)COC2=C(C=C3C(=C2)N=CN=C3NC4=C(C=C(C=C4)Br)F)OC. Cell line: TK-10. (3) Drug 1: C1CN(P(=O)(OC1)NCCCl)CCCl. Drug 2: CC1C(C(CC(O1)OC2CC(CC3=C2C(=C4C(=C3O)C(=O)C5=CC=CC=C5C4=O)O)(C(=O)C)O)N)O. Cell line: SK-MEL-2. Synergy scores: CSS=33.2, Synergy_ZIP=0.655, Synergy_Bliss=0.920, Synergy_Loewe=-49.2, Synergy_HSA=-2.17.